This data is from Reaction yield outcomes from USPTO patents with 853,638 reactions. The task is: Predict the reaction yield, written as a fraction of the theoretical maximum amount of product (1.0 means a 100% yield; for example, 0.34 means a 34% yield). The reactants are C(OC([N:8]1[C:12]([C:14]2[CH:19]=[CH:18][CH:17]=[C:16]([Br:20])[CH:15]=2)([CH3:13])[CH2:11][O:10][S:9]1(=[O:22])=[O:21])=O)(C)(C)C.C(Cl)Cl. The catalyst is C(O)(C(F)(F)F)=O. The product is [Br:20][C:16]1[CH:15]=[C:14]([C:12]2([CH3:13])[CH2:11][O:10][S:9](=[O:22])(=[O:21])[NH:8]2)[CH:19]=[CH:18][CH:17]=1. The yield is 0.910.